The task is: Predict the product of the given reaction.. This data is from Forward reaction prediction with 1.9M reactions from USPTO patents (1976-2016). (1) Given the reactants C(OC(=O)[NH:7][C:8]1[CH:13]=[C:12]([O:14][CH3:15])[C:11]([C:16]([F:19])([F:18])[F:17])=[CH:10][C:9]=1[NH:20][C:21](=[O:33])[CH2:22][C:23]([C:25]1[CH:30]=[CH:29][N:28]=[C:27]([C:31]#[N:32])[CH:26]=1)=O)(C)(C)C.C(O)(C(F)(F)F)=O, predict the reaction product. The product is: [CH3:15][O:14][C:12]1[C:11]([C:16]([F:19])([F:18])[F:17])=[CH:10][C:9]2[NH:20][C:21](=[O:33])[CH2:22][C:23]([C:25]3[CH:30]=[CH:29][N:28]=[C:27]([C:31]#[N:32])[CH:26]=3)=[N:7][C:8]=2[CH:13]=1. (2) The product is: [CH3:7][C:8]1[N:12]2[C:13]3[CH:19]=[C:18]([CH3:20])[N:17]([CH2:21][C:22]4[CH:31]=[CH:30][C:25]([CH2:26][OH:27])=[CH:24][CH:23]=4)[C:14]=3[CH:15]=[CH:16][C:11]2=[N:10][N:9]=1. Given the reactants [H-].[H-].[H-].[H-].[Li+].[Al+3].[CH3:7][C:8]1[N:12]2[C:13]3[CH:19]=[C:18]([CH3:20])[N:17]([CH2:21][C:22]4[CH:31]=[CH:30][C:25]([C:26](OC)=[O:27])=[CH:24][CH:23]=4)[C:14]=3[CH:15]=[CH:16][C:11]2=[N:10][N:9]=1, predict the reaction product. (3) Given the reactants C1O[C:9]2C=CC(N)=[CH:4][C:3]=2O1.C(OC)(=O)C(C)=O.[CH3:18][O:19][C:20](=[O:33])[C@H:21]([CH3:32])[NH:22][C:23]1[CH:28]=[CH:27][C:26]2[O:29][CH2:30][O:31][C:25]=2[CH:24]=1, predict the reaction product. The product is: [CH2:18]([O:19][C:20](=[O:33])[C@H:21]([CH3:32])[NH:22][C:23]1[CH:28]=[CH:27][C:26]2[O:29][CH2:30][O:31][C:25]=2[CH:24]=1)[CH:3]([CH3:4])[CH3:9]. (4) Given the reactants [CH3:1][O:2][C:3]1[CH:4]=[C:5]([CH:11]([N:17]2[C:25](=[O:26])[C:24]3[C:19](=[CH:20][CH:21]=[CH:22][C:23]=3[NH:27][C:28](=[O:31])[CH2:29][Cl:30])[C:18]2=[O:32])[CH2:12][S:13]([CH3:16])(=[O:15])=[O:14])[CH:6]=[CH:7][C:8]=1[O:9][CH3:10].[CH3:33][NH:34][CH3:35].O1CCCC1.Cl, predict the reaction product. The product is: [ClH:30].[CH3:1][O:2][C:3]1[CH:4]=[C:5]([CH:11]([N:17]2[C:25](=[O:26])[C:24]3[C:19](=[CH:20][CH:21]=[CH:22][C:23]=3[NH:27][C:28](=[O:31])[CH2:29][N:34]([CH3:35])[CH3:33])[C:18]2=[O:32])[CH2:12][S:13]([CH3:16])(=[O:15])=[O:14])[CH:6]=[CH:7][C:8]=1[O:9][CH3:10].